Dataset: Catalyst prediction with 721,799 reactions and 888 catalyst types from USPTO. Task: Predict which catalyst facilitates the given reaction. (1) Reactant: [CH3:1][O:2][CH:3]([O:14][CH3:15])[C:4]1[CH:11]=[C:10]([CH3:12])[C:7]([C:8]#[N:9])=[C:6]([CH3:13])[CH:5]=1.[H-].[Al+3].[Li+].[H-].[H-].[H-]. Product: [CH3:15][O:14][CH:3]([O:2][CH3:1])[C:4]1[CH:11]=[C:10]([CH3:12])[C:7]([CH2:8][NH2:9])=[C:6]([CH3:13])[CH:5]=1. The catalyst class is: 1. (2) Reactant: [CH:1]1[C:13]2[C:12](=[CH:14][C:15]([NH:17][CH2:18][CH2:19][CH2:20][CH2:21][C:22](O)=[O:23])=[O:16])[C:11]3[C:6](=[CH:7][CH:8]=[CH:9][CH:10]=3)[C:5]=2[CH:4]=[CH:3][CH:2]=1.Cl.C(N=C=NCCCN(C)C)C.O[C:38]1[C:46]2[N:45]=N[NH:43][C:42]=2[CH:41]=[CH:40][CH:39]=1.C(N(CC)CC)C.C1(N)C=CC=CC=1N. Product: [CH:10]1[C:11]2[C:12](=[CH:14][C:15]([NH:17][CH2:18][CH2:19][CH2:20][CH2:21][C:22]([NH:43][C:42]3[CH:41]=[CH:40][CH:39]=[CH:38][C:46]=3[NH2:45])=[O:23])=[O:16])[C:13]3[C:5](=[CH:4][CH:3]=[CH:2][CH:1]=3)[C:6]=2[CH:7]=[CH:8][CH:9]=1. The catalyst class is: 650. (3) Reactant: [N:1]1[N:2]2[CH:9]=[C:8]([C:10]([OH:12])=[O:11])[CH:7]=[C:3]2[CH:4]=[CH:5][CH:6]=1.[CH3:13]O. Product: [N:1]1[N:2]2[CH:9]=[C:8]([C:10]([O:12][CH3:13])=[O:11])[CH:7]=[C:3]2[CH:4]=[CH:5][CH:6]=1. The catalyst class is: 65. (4) Reactant: [OH-].[Na+].[CH3:3][C:4]1[CH:5]=[C:6]([NH:11][C:12]([C:14]2[C:15]([S:20][CH2:21][C:22]3[CH:27]=[CH:26][N:25]=[C:24]([C:28]([O:30]CC)=[O:29])[CH:23]=3)=[N:16][CH:17]=[CH:18][CH:19]=2)=[O:13])[CH:7]=[C:8]([CH3:10])[CH:9]=1. Product: [C:28]([C:24]1[CH:23]=[C:22]([CH2:21][S:20][C:15]2[C:14]([C:12]([NH:11][C:6]3[CH:7]=[C:8]([CH3:10])[CH:9]=[C:4]([CH3:3])[CH:5]=3)=[O:13])=[CH:19][CH:18]=[CH:17][N:16]=2)[CH:27]=[CH:26][N:25]=1)([OH:30])=[O:29]. The catalyst class is: 125.